Dataset: Full USPTO retrosynthesis dataset with 1.9M reactions from patents (1976-2016). Task: Predict the reactants needed to synthesize the given product. (1) Given the product [Br:5][C:6]1[CH:7]=[C:8]([CH:12]=[C:13]([N+:15]([O-:17])=[O:16])[CH:14]=1)[C:9]([O:11][CH2:18][CH3:19])=[O:10], predict the reactants needed to synthesize it. The reactants are: S(Cl)(Cl)=O.[Br:5][C:6]1[CH:7]=[C:8]([CH:12]=[C:13]([N+:15]([O-:17])=[O:16])[CH:14]=1)[C:9]([OH:11])=[O:10].[C:18]1(C)C=CC=C[CH:19]=1. (2) Given the product [I:1][C:2]1[CH:17]=[CH:16][C:5]([C:6]2[N:7]([C:8]3[CH:9]=[N:10][C:11]([CH3:14])=[CH:12][CH:13]=3)[CH:30]=[C:31]([C:33]3[CH:38]=[CH:37][CH:36]=[CH:35][N:34]=3)[N:15]=2)=[CH:4][CH:3]=1, predict the reactants needed to synthesize it. The reactants are: [I:1][C:2]1[CH:17]=[CH:16][C:5]([C:6]([NH2:15])=[N:7][C:8]2[CH:9]=[N:10][C:11]([CH3:14])=[CH:12][CH:13]=2)=[CH:4][CH:3]=1.[Li+].C[Si]([N-][Si](C)(C)C)(C)C.Br.Br[CH2:30][C:31]([C:33]1[CH:38]=[CH:37][CH:36]=[CH:35][N:34]=1)=O.O. (3) Given the product [CH3:1][O:2][N:3]=[C:4]([CH2:20][O:21][C:22]1[CH:27]=[CH:26][CH:25]=[C:24]([C:28]([F:29])([F:31])[F:30])[CH:23]=1)[CH2:5][NH:6][C:7]1[CH:12]=[C:11]([CH3:13])[C:10]([N+:14]([O-:16])=[O:15])=[CH:9][C:8]=1[NH2:17], predict the reactants needed to synthesize it. The reactants are: [CH3:1][O:2][N:3]=[C:4]([CH2:20][O:21][C:22]1[CH:27]=[CH:26][CH:25]=[C:24]([C:28]([F:31])([F:30])[F:29])[CH:23]=1)[CH2:5][NH:6][C:7]1[CH:12]=[C:11]([CH3:13])[C:10]([N+:14]([O-:16])=[O:15])=[CH:9][C:8]=1[N+:17]([O-])=O. (4) Given the product [CH:1]([O:4][C:5]1[CH:10]=[C:9]([CH3:11])[N:8]=[C:7]([N:12]2[CH2:17][CH2:16][NH:15][CH2:14][CH2:13]2)[N:6]=1)([CH3:3])[CH3:2], predict the reactants needed to synthesize it. The reactants are: [CH:1]([O:4][C:5]1[CH:10]=[C:9]([CH3:11])[N:8]=[C:7]([N:12]2[CH2:17][CH2:16][N:15](C(OC(C)(C)C)=O)[CH2:14][CH2:13]2)[N:6]=1)([CH3:3])[CH3:2].Cl.